From a dataset of Full USPTO retrosynthesis dataset with 1.9M reactions from patents (1976-2016). Predict the reactants needed to synthesize the given product. (1) Given the product [C:8]1([CH:2]2[CH2:3][CH2:4][CH2:5][CH2:6][C:1]2=[O:7])[CH:13]=[CH:12][CH:11]=[CH:10][CH:9]=1, predict the reactants needed to synthesize it. The reactants are: [C:1]1(=[O:7])[CH2:6][CH2:5][CH2:4][CH:3]=[CH:2]1.[C:8]1(B(O)O)[CH:13]=[CH:12][CH:11]=[CH:10][CH:9]=1. (2) Given the product [N:17]([C:16]1[CH:18]=[CH:19][C:13]([C:4]2[CH:5]=[CH:6][C:7]3[C:12](=[CH:11][CH:10]=[CH:9][CH:8]=3)[N:3]=2)=[CH:14][CH:15]=1)=[N+:24]=[N-:25], predict the reactants needed to synthesize it. The reactants are: Cl.Cl.[N:3]1[C:12]2[C:7](=[CH:8][CH:9]=[CH:10][CH:11]=2)[CH:6]=[CH:5][C:4]=1[C:13]1[CH:19]=[CH:18][C:16]([NH2:17])=[CH:15][CH:14]=1.N([O-])=O.[Na+].[N-:24]=[N+:25]=[N-].[Na+]. (3) Given the product [C:1]1([C:25]2[CH:26]=[CH:27][CH:28]=[CH:29][CH:30]=2)[CH:2]=[CH:3][C:4]([CH2:7][N:8]2[C:17]3[CH2:16][CH2:15][CH2:14][CH:13]([O:18][CH3:33])[C:12]=3[C:11](=[O:19])[C:10]([C:20]([O:22][CH2:23][CH3:24])=[O:21])=[CH:9]2)=[CH:5][CH:6]=1, predict the reactants needed to synthesize it. The reactants are: [C:1]1([C:25]2[CH:30]=[CH:29][CH:28]=[CH:27][CH:26]=2)[CH:6]=[CH:5][C:4]([CH2:7][N:8]2[C:17]3[CH2:16][CH2:15][CH2:14][CH:13]([OH:18])[C:12]=3[C:11](=[O:19])[C:10]([C:20]([O:22][CH2:23][CH3:24])=[O:21])=[CH:9]2)=[CH:3][CH:2]=1.[H-].[Na+].[CH3:33]I.O. (4) Given the product [OH:1][C@@H:2]([CH3:6])[C:3]([O:5][CH2:19][C:18]1[CH:21]=[CH:22][C:15]([O:14][CH3:13])=[CH:16][CH:17]=1)=[O:4], predict the reactants needed to synthesize it. The reactants are: [OH:1][C@@H:2]([CH3:6])[C:3]([OH:5])=[O:4].CC(C)([O-])C.[K+].[CH3:13][O:14][C:15]1[CH:22]=[CH:21][C:18]([CH2:19]Cl)=[CH:17][CH:16]=1. (5) Given the product [C:25]([NH:29][C:30]([C:32]1([C:38]2[CH:43]=[CH:42][CH:41]=[CH:40][CH:39]=2)[CH2:37][CH2:36][N:35]([C:2]2[N:10]=[CH:9][N:8]=[C:7]3[C:3]=2[N:4]=[C:5]([C:18]2[CH:23]=[CH:22][CH:21]=[CH:20][C:19]=2[Cl:24])[N:6]3[C:11]2[CH:12]=[CH:13][C:14]([Cl:17])=[CH:15][CH:16]=2)[CH2:34][CH2:33]1)=[O:31])([CH3:28])([CH3:26])[CH3:27], predict the reactants needed to synthesize it. The reactants are: Cl[C:2]1[N:10]=[CH:9][N:8]=[C:7]2[C:3]=1[N:4]=[C:5]([C:18]1[CH:23]=[CH:22][CH:21]=[CH:20][C:19]=1[Cl:24])[N:6]2[C:11]1[CH:16]=[CH:15][C:14]([Cl:17])=[CH:13][CH:12]=1.[C:25]([NH:29][C:30]([C:32]1([C:38]2[CH:43]=[CH:42][CH:41]=[CH:40][CH:39]=2)[CH2:37][CH2:36][NH:35][CH2:34][CH2:33]1)=[O:31])([CH3:28])([CH3:27])[CH3:26].C(N(CC)CC)C.